Predict the reactants needed to synthesize the given product. From a dataset of Full USPTO retrosynthesis dataset with 1.9M reactions from patents (1976-2016). (1) Given the product [O:35]1[C:27]2[CH:26]=[C:25]([CH2:24][NH:23][CH2:22][C@@H:19]3[CH2:20][CH2:21][N:17]([CH2:2][CH2:1][C:3]4[C:12]5[C:7](=[CH:8][CH:9]=[C:10]([O:13][CH3:14])[N:11]=5)[N:6]=[CH:5][C:4]=4[F:16])[CH2:18]3)[N:34]=[CH:33][C:28]=2[O:29][CH2:30][CH2:31]1, predict the reactants needed to synthesize it. The reactants are: [CH:1]([C:3]1[C:4]([F:16])=[CH:5][N:6]=[C:7]2[C:12]=1[N:11]=[C:10]([O:13][CH3:14])[CH:9]=[C:8]2F)=[CH2:2].[NH:17]1[CH2:21][CH2:20][C@H:19]([CH2:22][NH:23][CH2:24][C:25]2[CH:26]=[CH:27][C:28]3[O:29][CH2:30][C:31](=[O:35])N[C:33]=3[N:34]=2)[CH2:18]1. (2) Given the product [CH2:6]([O:13][C:14]1[CH:23]=[CH:22][C:21]([N:24]2[CH2:29][CH2:28][O:27][CH2:26][CH2:25]2)=[CH:20][C:15]=1[C:16]([OH:18])=[O:17])[C:7]1[CH:12]=[CH:11][CH:10]=[CH:9][CH:8]=1, predict the reactants needed to synthesize it. The reactants are: [OH-].[Na+].C(O)C.[CH2:6]([O:13][C:14]1[CH:23]=[CH:22][C:21]([N:24]2[CH2:29][CH2:28][O:27][CH2:26][CH2:25]2)=[CH:20][C:15]=1[C:16]([O:18]C)=[O:17])[C:7]1[CH:12]=[CH:11][CH:10]=[CH:9][CH:8]=1.C(O)(=O)CC(CC(O)=O)(C(O)=O)O.